This data is from NCI-60 drug combinations with 297,098 pairs across 59 cell lines. The task is: Regression. Given two drug SMILES strings and cell line genomic features, predict the synergy score measuring deviation from expected non-interaction effect. Drug 1: CCN(CC)CCNC(=O)C1=C(NC(=C1C)C=C2C3=C(C=CC(=C3)F)NC2=O)C. Drug 2: CN(C(=O)NC(C=O)C(C(C(CO)O)O)O)N=O. Cell line: OVCAR-8. Synergy scores: CSS=-12.1, Synergy_ZIP=7.19, Synergy_Bliss=0.136, Synergy_Loewe=-6.77, Synergy_HSA=-9.22.